From a dataset of Catalyst prediction with 721,799 reactions and 888 catalyst types from USPTO. Predict which catalyst facilitates the given reaction. (1) Reactant: Cl.[C:2]([N:5]1[C:14]2[C:9](=[CH:10][C:11]([C:15]#[C:16][Si:17]([CH:24]([CH3:26])[CH3:25])([CH:21]([CH3:23])[CH3:22])[CH:18]([CH3:20])[CH3:19])=[CH:12][CH:13]=2)[C@H:8]([NH2:27])[CH2:7][C@@H:6]1[CH3:28])(=[O:4])[CH3:3].Br[C:30]1[N:35]=[CH:34][CH:33]=[CH:32][N:31]=1.CC(C)([O-])C.[Na+].CN(C)C1C=CC=CC=1C1C=CC=CC=1P(C1CCCCC1)C1CCCCC1. Product: [C:2]([N:5]1[C:14]2[C:9](=[CH:10][C:11]([C:15]#[C:16][Si:17]([CH:21]([CH3:23])[CH3:22])([CH:18]([CH3:20])[CH3:19])[CH:24]([CH3:26])[CH3:25])=[CH:12][CH:13]=2)[C@H:8]([NH:27][C:30]2[N:35]=[CH:34][CH:33]=[CH:32][N:31]=2)[CH2:7][C@@H:6]1[CH3:28])(=[O:4])[CH3:3]. The catalyst class is: 187. (2) Reactant: [OH-:1].[Na+].O[NH2:4].C[O:6][C:7]([C:9]1[CH:17]=[C:16]2[C:12]([CH:13]=[CH:14][N:15]2[CH2:18][CH:19]2[CH2:24][CH2:23][CH2:22][CH2:21][CH2:20]2)=[CH:11][CH:10]=1)=O. Product: [OH:1][NH:4][C:7]([C:9]1[CH:17]=[C:16]2[C:12]([CH:13]=[CH:14][N:15]2[CH2:18][CH:19]2[CH2:24][CH2:23][CH2:22][CH2:21][CH2:20]2)=[CH:11][CH:10]=1)=[O:6]. The catalyst class is: 87.